Dataset: Full USPTO retrosynthesis dataset with 1.9M reactions from patents (1976-2016). Task: Predict the reactants needed to synthesize the given product. (1) Given the product [N:17]1([CH2:16][CH2:15][C:14]#[C:13][C:10]2[CH:9]=[CH:8][C:7]([OH:6])=[CH:12][CH:11]=2)[CH:21]=[CH:20][N:19]=[N:18]1, predict the reactants needed to synthesize it. The reactants are: C([Si](C)(C)[O:6][C:7]1[CH:12]=[CH:11][C:10]([C:13]#[C:14][CH2:15][CH2:16][N:17]2[CH:21]=[CH:20][N:19]=[N:18]2)=[CH:9][CH:8]=1)(C)(C)C.[F-].C([N+](CCCC)(CCCC)CCCC)CCC. (2) Given the product [CH:38]([C:34]1[CH:33]=[C:32]([C:28]2[CH:27]=[C:26]([C:24]3[CH2:23][C:22](=[O:41])[NH:21][C:9]4[CH:10]=[C:11]([C:17]([F:19])([F:20])[F:18])[C:12]([O:14][CH2:15][CH3:16])=[CH:13][C:8]=4[N:7]=3)[CH:31]=[CH:30][CH:29]=2)[CH:37]=[CH:36][N:35]=1)([CH3:39])[CH3:40], predict the reactants needed to synthesize it. The reactants are: C(OC(=O)[NH:7][C:8]1[CH:13]=[C:12]([O:14][CH2:15][CH3:16])[C:11]([C:17]([F:20])([F:19])[F:18])=[CH:10][C:9]=1[NH:21][C:22](=[O:41])[CH2:23][C:24]([C:26]1[CH:31]=[CH:30][CH:29]=[C:28]([C:32]2[CH:37]=[CH:36][N:35]=[C:34]([CH:38]([CH3:40])[CH3:39])[CH:33]=2)[CH:27]=1)=O)(C)(C)C.C(O)(C(F)(F)F)=O. (3) Given the product [C:17]([O:16][C:14]([N:4]1[CH2:5][CH2:6][CH:2]([OH:1])[CH2:3]1)=[O:15])([CH3:20])([CH3:19])[CH3:18], predict the reactants needed to synthesize it. The reactants are: [OH:1][CH:2]1[CH2:6][CH2:5][NH:4][CH2:3]1.C(N(CC)CC)C.[C:14](O[C:14]([O:16][C:17]([CH3:20])([CH3:19])[CH3:18])=[O:15])([O:16][C:17]([CH3:20])([CH3:19])[CH3:18])=[O:15]. (4) Given the product [CH2:1]([O:8][C:9]([N:11]1[CH2:15][CH:14]2[C:16](=[O:20])[C:17]([F:41])([F:19])[CH2:18][CH:13]2[CH2:12]1)=[O:10])[C:2]1[CH:3]=[CH:4][CH:5]=[CH:6][CH:7]=1, predict the reactants needed to synthesize it. The reactants are: [CH2:1]([O:8][C:9]([N:11]1[CH2:15][CH:14]2[CH:16]([OH:20])[CH:17]([F:19])[CH2:18][CH:13]2[CH2:12]1)=[O:10])[C:2]1[CH:7]=[CH:6][CH:5]=[CH:4][CH:3]=1.C[Si]([N-][Si](C)(C)C)(C)C.[K+].C1C=CC(S(N(S(C2C=CC=CC=2)(=O)=O)[F:41])(=O)=O)=CC=1. (5) Given the product [CH3:33][N:28]1[C@@H:29]([CH3:32])[CH2:30][CH2:31][N:26]2[C:25](=[O:35])[N:24]=[C:23]([O:1][CH2:2][C:3]3[CH:4]=[CH:5][C:6]([O:11][C:12]4[CH:17]=[CH:16][CH:15]=[C:14]([C:18]([F:19])([F:20])[F:21])[CH:13]=4)=[C:7]([CH:10]=3)[C:8]#[N:9])[CH:34]=[C:27]12, predict the reactants needed to synthesize it. The reactants are: [OH:1][CH2:2][C:3]1[CH:4]=[CH:5][C:6]([O:11][C:12]2[CH:17]=[CH:16][CH:15]=[C:14]([C:18]([F:21])([F:20])[F:19])[CH:13]=2)=[C:7]([CH:10]=1)[C:8]#[N:9].Cl[C:23]1[CH:34]=[C:27]2[N:28]([CH3:33])[C@@H:29]([CH3:32])[CH2:30][CH2:31][N:26]2[C:25](=[O:35])[N:24]=1. (6) Given the product [CH3:19][NH:20][CH2:2][CH2:3][N:4]1[CH2:9][CH2:8][N:7]([C:10]([O:12][C:13]([CH3:16])([CH3:15])[CH3:14])=[O:11])[CH2:6][CH2:5]1, predict the reactants needed to synthesize it. The reactants are: Cl[CH2:2][CH2:3][N:4]1[CH2:9][CH2:8][N:7]([C:10]([O:12][C:13]([CH3:16])([CH3:15])[CH3:14])=[O:11])[CH2:6][CH2:5]1.[Na+].[I-].[CH3:19][NH2:20]. (7) The reactants are: [CH3:1][O:2][C:3]1[C:4]([CH2:8][O:9][N:10]2C(=O)CCC2=O)=[CH:5][S:6][CH:7]=1.O.NN. Given the product [CH3:1][O:2][C:3]1[C:4]([CH2:8][O:9][NH2:10])=[CH:5][S:6][CH:7]=1, predict the reactants needed to synthesize it.